Dataset: Reaction yield outcomes from USPTO patents with 853,638 reactions. Task: Predict the reaction yield, written as a fraction of the theoretical maximum amount of product (1.0 means a 100% yield; for example, 0.34 means a 34% yield). (1) The reactants are [CH2:1]([NH:3][CH2:4][CH3:5])[CH3:2].C[Mg+].[Br-].[Cl:9][C:10]1[C:11]([CH2:18][S:19][C:20]2[N:25]=C(O)C=C(C)[N:21]=2)=[C:12]([CH:15]=[CH:16][CH:17]=1)[C:13]#[N:14].[CH2:28]1[CH2:32][O:31][CH2:30][CH2:29]1. No catalyst specified. The product is [Cl:9][C:10]1[C:11]([CH2:18][S:19][C:20]2[N:21]=[C:30]([OH:31])[CH:29]=[C:28]([CH3:32])[N:25]=2)=[C:12]([C:13](=[NH:14])[N:3]([CH2:4][CH3:5])[CH2:1][CH3:2])[CH:15]=[CH:16][CH:17]=1. The yield is 0.680. (2) The yield is 0.733. The product is [Cl:26][C:24]1[CH:23]=[CH:22][C:21]([N+:27]([O-:29])=[O:28])=[C:20]([CH:25]=1)[CH2:19][N:11]1[CH:12]=[C:8]([CH3:7])[CH:9]=[C:10]1[C:13]([O:15][CH2:16][CH3:17])=[O:14]. The catalyst is CN(C=O)C. The reactants are C(=O)([O-])[O-].[Cs+].[Cs+].[CH3:7][C:8]1[CH:9]=[C:10]([C:13]([O:15][CH2:16][CH3:17])=[O:14])[NH:11][CH:12]=1.Br[CH2:19][C:20]1[CH:25]=[C:24]([Cl:26])[CH:23]=[CH:22][C:21]=1[N+:27]([O-:29])=[O:28].